Dataset: Catalyst prediction with 721,799 reactions and 888 catalyst types from USPTO. Task: Predict which catalyst facilitates the given reaction. (1) Reactant: [CH3:1][CH:2]([C:4]1[C:9](/[CH:10]=[CH:11]/[C@@H:12]([OH:24])[CH2:13][C@@H:14]([OH:23])[CH2:15][C:16]([O:18]C(C)(C)C)=[O:17])=[C:8]([C:25]2[CH:30]=[CH:29][C:28]([F:31])=[CH:27][CH:26]=2)[N:7]=[C:6]([N:32]([S:34]([CH3:37])(=[O:36])=[O:35])[CH3:33])[N:5]=1)[CH3:3].[OH-].[Na+:39]. Product: [CH3:3][CH:2]([C:4]1[C:9]([CH:10]=[CH:11][CH:12]([OH:24])[CH2:13][CH:14]([OH:23])[CH2:15][C:16]([O-:18])=[O:17])=[C:8]([C:25]2[CH:26]=[CH:27][C:28]([F:31])=[CH:29][CH:30]=2)[N:7]=[C:6]([N:32]([S:34]([CH3:37])(=[O:36])=[O:35])[CH3:33])[N:5]=1)[CH3:1].[Na+:39]. The catalyst class is: 20. (2) Reactant: [CH:1]1([CH2:7][N:8]2[C:16](=[O:17])[C:15]3[N:14]=[C:13]([C:18]4[CH:19]=[C:20]([CH:26]=[CH:27][CH:28]=4)/[CH:21]=[CH:22]/[C:23](O)=[O:24])[NH:12][C:11]=3[N:10]([CH2:29][CH:30]3[CH2:35][CH2:34][CH2:33][CH2:32][CH2:31]3)[C:9]2=[O:36])[CH2:6][CH2:5][CH2:4][CH2:3][CH2:2]1.S(Cl)([Cl:39])=O. Product: [CH:1]1([CH2:7][N:8]2[C:16](=[O:17])[C:15]3[N:14]=[C:13]([C:18]4[CH:19]=[C:20]([CH:26]=[CH:27][CH:28]=4)/[CH:21]=[CH:22]/[C:23]([Cl:39])=[O:24])[NH:12][C:11]=3[N:10]([CH2:29][CH:30]3[CH2:35][CH2:34][CH2:33][CH2:32][CH2:31]3)[C:9]2=[O:36])[CH2:6][CH2:5][CH2:4][CH2:3][CH2:2]1. The catalyst class is: 4. (3) Reactant: C(N(CC)CC)C.[CH3:8][S:9](Cl)(=[O:11])=[O:10].[CH3:13][O:14][CH2:15][CH:16]([OH:20])[CH2:17][O:18][CH3:19]. Product: [CH3:13][O:14][CH2:15][CH:16]([O:20][S:9]([CH3:8])(=[O:11])=[O:10])[CH2:17][O:18][CH3:19]. The catalyst class is: 4.